Task: Predict the reactants needed to synthesize the given product.. Dataset: Full USPTO retrosynthesis dataset with 1.9M reactions from patents (1976-2016) (1) Given the product [C:21]([CH2:2][CH:3]([C:5]1[CH:6]=[C:7]([S:11]([NH:14][CH:15]2[CH2:20][CH2:19][CH2:18][CH2:17][CH2:16]2)(=[O:13])=[O:12])[CH:8]=[CH:9][CH:10]=1)[OH:4])#[N:22], predict the reactants needed to synthesize it. The reactants are: Br[CH2:2][CH:3]([C:5]1[CH:6]=[C:7]([S:11]([NH:14][CH:15]2[CH2:20][CH2:19][CH2:18][CH2:17][CH2:16]2)(=[O:13])=[O:12])[CH:8]=[CH:9][CH:10]=1)[OH:4].[C-:21]#[N:22].[Na+]. (2) Given the product [CH:15]12[CH2:17][CH:12]([NH:11][CH2:16]1)[CH2:13][N:14]2[CH2:18][CH:19]([C:20]1[CH:29]=[CH:28][C:23]2[C:24](=[O:27])[O:25][CH2:26][C:22]=2[C:21]=1[CH3:30])[OH:31], predict the reactants needed to synthesize it. The reactants are: C1(COC([N:11]2[CH2:16][CH:15]3[CH2:17][CH:12]2[CH2:13][N:14]3[CH2:18][CH:19]([OH:31])[C:20]2[CH:29]=[CH:28][C:23]3[C:24](=[O:27])[O:25][CH2:26][C:22]=3[C:21]=2[CH3:30])=O)C=CC=CC=1. (3) Given the product [Cl:18][CH2:17][CH2:16][N:15]([CH2:19][CH2:20][Cl:21])[C:12]1[CH:11]=[CH:10][C:9]([CH2:8][C@@H:6]([C:5]([OH:22])=[O:4])[NH2:7])=[CH:14][CH:13]=1, predict the reactants needed to synthesize it. The reactants are: Cl.Cl.C[O:4][C:5](=[O:22])[C@H:6]([CH2:8][C:9]1[CH:14]=[CH:13][C:12]([N:15]([CH2:19][CH2:20][Cl:21])[CH2:16][CH2:17][Cl:18])=[CH:11][CH:10]=1)[NH2:7]. (4) Given the product [N+:18]([C:17]1[C:12]([N:3]2[CH2:2][CH:1]=[C:6]([C:7]([OH:9])=[O:8])[CH2:5][CH2:4]2)=[N:13][CH:14]=[CH:15][CH:16]=1)([O-:20])=[O:19], predict the reactants needed to synthesize it. The reactants are: [CH2:1]1[C:6]([C:7]([OH:9])=[O:8])=[CH:5][CH2:4][NH:3][CH2:2]1.Cl.Cl[C:12]1[C:17]([N+:18]([O-:20])=[O:19])=[CH:16][CH:15]=[CH:14][N:13]=1.C(=O)([O-])[O-].[K+].[K+].O. (5) Given the product [C:1]([O:5][C:6]([N:8]1[CH2:13][C@H:12]([CH2:14][N:48]2[C@H:49]([CH3:52])[CH2:50][O:51][C@@H:46]([C:45]([CH3:53])([CH3:54])[O:44][SiH2:43][C:39]([CH3:42])([CH3:41])[CH3:40])[CH2:47]2)[N:11]([CH2:16][C:17]([N:19]2[C:27]3[C:22](=[N:23][CH:24]=[C:25]([CH2:28][C:29]4[CH:34]=[CH:33][C:32]([F:35])=[CH:31][CH:30]=4)[CH:26]=3)[C:21]([CH3:37])([CH3:36])[CH2:20]2)=[O:18])[CH2:10][C@H:9]1[CH3:38])=[O:7])([CH3:4])([CH3:3])[CH3:2], predict the reactants needed to synthesize it. The reactants are: [C:1]([O:5][C:6]([N:8]1[CH2:13][C@H:12]([CH2:14]Cl)[N:11]([CH2:16][C:17]([N:19]2[C:27]3[C:22](=[N:23][CH:24]=[C:25]([CH2:28][C:29]4[CH:34]=[CH:33][C:32]([F:35])=[CH:31][CH:30]=4)[CH:26]=3)[C:21]([CH3:37])([CH3:36])[CH2:20]2)=[O:18])[CH2:10][C@H:9]1[CH3:38])=[O:7])([CH3:4])([CH3:3])[CH3:2].[C:39]([SiH2:43][O:44][C:45]([CH3:54])([CH3:53])[C@@H:46]1[O:51][CH2:50][C@@H:49]([CH3:52])[NH:48][CH2:47]1)([CH3:42])([CH3:41])[CH3:40].C(=O)([O-])[O-].[K+].[K+].[I-].[K+]. (6) Given the product [CH2:19]([O:18][C:16]([N:13]1[CH2:12][CH2:11][CH:10]([N:9]2[C:3]3[C:4]([CH3:8])=[CH:5][CH:6]=[CH:7][C:2]=3[NH:1][C:22]2=[O:24])[CH2:15][CH2:14]1)=[O:17])[CH3:20], predict the reactants needed to synthesize it. The reactants are: [NH2:1][C:2]1[CH:7]=[CH:6][CH:5]=[C:4]([CH3:8])[C:3]=1[NH:9][CH:10]1[CH2:15][CH2:14][N:13]([C:16]([O:18][CH2:19][CH3:20])=[O:17])[CH2:12][CH2:11]1.Cl[C:22](Cl)([O:24]C(=O)OC(Cl)(Cl)Cl)Cl.C(N(CC)CC)C.O. (7) The reactants are: [C:1]([O:5][C:6]([N:8]1[CH2:13][CH2:12][CH:11]([O:14][C:15]2[CH:20]=[CH:19][C:18]([NH:21][CH2:22]/[CH:23]=[CH:24]/[C:25]3[CH:26]=[C:27]([CH:30]=[CH:31][CH:32]=3)[C:28]#[N:29])=[CH:17][CH:16]=2)[CH2:10][CH2:9]1)=[O:7])([CH3:4])([CH3:3])[CH3:2].[CH2:33]1OC(O)C[O:35][CH:34]1O.C(O)(=O)C.C([BH3-])#N.[Na+]. Given the product [C:1]([O:5][C:6]([N:8]1[CH2:13][CH2:12][CH:11]([O:14][C:15]2[CH:20]=[CH:19][C:18]([N:21]([CH2:22]/[CH:23]=[CH:24]/[C:25]3[CH:26]=[C:27]([CH:30]=[CH:31][CH:32]=3)[C:28]#[N:29])[CH2:33][CH2:34][OH:35])=[CH:17][CH:16]=2)[CH2:10][CH2:9]1)=[O:7])([CH3:4])([CH3:2])[CH3:3], predict the reactants needed to synthesize it.